Task: Predict the reactants needed to synthesize the given product.. Dataset: Full USPTO retrosynthesis dataset with 1.9M reactions from patents (1976-2016) (1) Given the product [Cl:1][C:2]1[C:3](=[O:29])[N:4]([CH2:17][CH2:18][C:19]2[CH:28]=[CH:27][C:22]([C:23]([O:25][CH3:26])=[O:24])=[CH:21][CH:20]=2)[C:5]([CH3:16])=[CH:6][CH:7]=1, predict the reactants needed to synthesize it. The reactants are: [Cl:1][C:2]1[C:3](=[O:29])[N:4]([CH2:17][CH2:18][C:19]2[CH:28]=[CH:27][C:22]([C:23]([O:25][CH3:26])=[O:24])=[CH:21][CH:20]=2)[C:5]([CH3:16])=[CH:6][C:7]=1OS(C(F)(F)F)(=O)=O.C(N(CC)CC)C.C1(P(C2C=CC=CC=2)C2C=CC=CC=2)C=CC=CC=1.Cl. (2) The reactants are: [C:1]([C:3]1([OH:10])[CH2:8][CH2:7][N:6]([CH3:9])[CH2:5][CH2:4]1)#[CH:2].[CH3:11][CH2:12][CH2:13][CH2:14][SnH:15]([CH2:20][CH2:21][CH2:22][CH3:23])[CH2:16][CH2:17][CH2:18][CH3:19]. Given the product [CH3:9][N:6]1[CH2:7][CH2:8][C:3](/[CH:1]=[CH:2]/[Sn:15]([CH2:16][CH2:17][CH2:18][CH3:19])([CH2:20][CH2:21][CH2:22][CH3:23])[CH2:14][CH2:13][CH2:12][CH3:11])([OH:10])[CH2:4][CH2:5]1, predict the reactants needed to synthesize it.